Dataset: Forward reaction prediction with 1.9M reactions from USPTO patents (1976-2016). Task: Predict the product of the given reaction. (1) Given the reactants [CH3:1][C:2]([C:4]1[CH:5]=[CH:6][C:7]([OH:10])=[CH:8][CH:9]=1)=[O:3].C1(=O)O[CH2:14][CH2:13][O:12]1.[OH-].[Na+], predict the reaction product. The product is: [OH:12][CH2:13][CH2:14][O:10][C:7]1[CH:8]=[CH:9][C:4]([C:2](=[O:3])[CH3:1])=[CH:5][CH:6]=1. (2) The product is: [CH3:22][C:18]1[CH:17]=[C:16]([O:15][CH2:14][CH2:13][C:3]2[N:4]=[C:5]([C:7]3[CH:8]=[CH:9][CH:10]=[CH:11][CH:12]=3)[O:6][C:2]=2[CH3:1])[CH:21]=[CH:20][C:19]=1[CH:24]=[O:26]. Given the reactants [CH3:1][C:2]1[O:6][C:5]([C:7]2[CH:12]=[CH:11][CH:10]=[CH:9][CH:8]=2)=[N:4][C:3]=1[CH2:13][CH2:14][O:15][C:16]1[CH:17]=[C:18]([CH3:22])[CH:19]=[CH:20][CH:21]=1.Cl[CH:24]([O:26]C)Cl.Cl, predict the reaction product. (3) The product is: [Br:1][C:2]1[CH:3]=[C:4]([N+:9]([O-:11])=[O:10])[C:5]([NH:13][CH3:12])=[N:6][CH:7]=1. Given the reactants [Br:1][C:2]1[CH:3]=[C:4]([N+:9]([O-:11])=[O:10])[C:5](Cl)=[N:6][CH:7]=1.[CH3:12][NH2:13].CCO, predict the reaction product. (4) Given the reactants [CH:1]1([CH:4]([C:11]2[CH:16]=[CH:15][CH:14]=[C:13]([CH2:17][NH:18][C:19]3[CH:24]=[CH:23][C:22]([C:25]4[CH:30]=[C:29]([O:31][CH3:32])[CH:28]=[CH:27][C:26]=4[F:33])=[C:21]([CH2:34][C:35]([CH3:38])([CH3:37])[CH3:36])[CH:20]=3)[CH:12]=2)[CH2:5][C:6]([O:8][CH2:9][CH3:10])=[O:7])[CH2:3][CH2:2]1.FC(F)(F)S(O[CH2:45][C:46]([F:49])([F:48])[F:47])(=O)=O.C(=O)([O-])[O-].[K+].[K+].O, predict the reaction product. The product is: [CH:1]1([CH:4]([C:11]2[CH:16]=[CH:15][CH:14]=[C:13]([CH2:17][N:18]([C:19]3[CH:24]=[CH:23][C:22]([C:25]4[CH:30]=[C:29]([O:31][CH3:32])[CH:28]=[CH:27][C:26]=4[F:33])=[C:21]([CH2:34][C:35]([CH3:37])([CH3:36])[CH3:38])[CH:20]=3)[CH2:45][C:46]([F:49])([F:48])[F:47])[CH:12]=2)[CH2:5][C:6]([O:8][CH2:9][CH3:10])=[O:7])[CH2:3][CH2:2]1. (5) Given the reactants [CH2:1]([O:3][C:4]([CH:6]1[CH2:15][CH2:14][C:13]2[C:8](=[CH:9][C:10]([OH:16])=[CH:11][CH:12]=2)[O:7]1)=[O:5])[CH3:2].[CH2:17](Br)[C:18]1[CH:23]=[CH:22][CH:21]=[CH:20][CH:19]=1.C([O-])([O-])=O.[K+].[K+], predict the reaction product. The product is: [CH2:1]([O:3][C:4]([CH:6]1[CH2:15][CH2:14][C:13]2[C:8](=[CH:9][C:10]([O:16][CH2:17][C:18]3[CH:23]=[CH:22][CH:21]=[CH:20][CH:19]=3)=[CH:11][CH:12]=2)[O:7]1)=[O:5])[CH3:2]. (6) Given the reactants [F:1][C:2]1[CH:7]=[CH:6][C:5]([OH:8])=[C:4]([N+:9]([O-])=O)[CH:3]=1, predict the reaction product. The product is: [NH2:9][C:4]1[CH:3]=[C:2]([F:1])[CH:7]=[CH:6][C:5]=1[OH:8].